Dataset: Forward reaction prediction with 1.9M reactions from USPTO patents (1976-2016). Task: Predict the product of the given reaction. (1) Given the reactants [H-].[Na+].[I-].[Br:4][C:5]1[CH:12]=[C:11]([O:13][C:14]2[CH:19]=[CH:18][CH:17]=[CH:16][CH:15]=2)[CH:10]=[CH:9][C:6]=1[CH:7]=[O:8].[CH3:20]S(C)=O, predict the reaction product. The product is: [Br:4][C:5]1[CH:12]=[C:11]([O:13][C:14]2[CH:15]=[CH:16][CH:17]=[CH:18][CH:19]=2)[CH:10]=[CH:9][C:6]=1[CH:7]1[CH2:20][O:8]1. (2) Given the reactants [NH2:1][C:2]1[CH:3]=[C:4]([CH2:8][S:9]([CH2:12][CH2:13][OH:14])(=[O:11])=[O:10])[CH:5]=[CH:6][CH:7]=1.Cl[C:16]1[N:21]=[C:20]([C:22]2[CH:27]=[CH:26][CH:25]=[CH:24][C:23]=2[O:28][CH3:29])[CH:19]=[CH:18][N:17]=1, predict the reaction product. The product is: [CH3:29][O:28][C:23]1[CH:24]=[CH:25][CH:26]=[CH:27][C:22]=1[C:20]1[CH:19]=[CH:18][N:17]=[C:16]([NH:1][C:2]2[CH:3]=[C:4]([CH2:8][S:9]([CH2:12][CH2:13][OH:14])(=[O:11])=[O:10])[CH:5]=[CH:6][CH:7]=2)[N:21]=1. (3) The product is: [Cl:1][C:2]1[CH:7]=[CH:6][C:5]([N:8]2[CH2:9][CH2:10][CH:11]([OH:12])[CH2:16][CH2:17]2)=[CH:4][CH:3]=1. Given the reactants [Cl:1][C:2]1[CH:7]=[CH:6][C:5]([N:8]2[CH2:17][CH2:16][C:11]3(OCC[O:12]3)[CH2:10][CH2:9]2)=[CH:4][CH:3]=1.Cl.O.[BH4-].[Na+], predict the reaction product. (4) Given the reactants [NH:1]1[C:9]2[C:4](=[CH:5][C:6]([C:10]([OH:12])=[O:11])=[CH:7][CH:8]=2)[CH:3]=[CH:2]1.[OH2:13], predict the reaction product. The product is: [CH:5]1[C:6]([C:10]([OH:12])=[O:11])=[CH:7][CH:8]=[C:9]2[C:4]=1[C:3]1[C:2]([NH:1]2)=[C:2]2[NH:1][C:9]3[CH:8]=[CH:7][C:6]([C:10]([OH:13])=[O:13])=[CH:5][C:4]=3[C:3]2=[C:2]2[NH:1][C:9]3[CH:8]=[CH:7][C:6]([C:10]([OH:12])=[O:11])=[CH:5][C:4]=3[C:3]=12. (5) Given the reactants C([N:8]1[CH2:13][CH:12]=[C:11]([C:14]2[C:15]([OH:26])=[N:16][C:17]3[C:22]([CH:23]=2)=[CH:21][C:20]([O:24][CH3:25])=[CH:19][CH:18]=3)[CH2:10][CH2:9]1)C1C=CC=CC=1.[H][H].C1COCC1, predict the reaction product. The product is: [CH3:25][O:24][C:20]1[CH:21]=[C:22]2[C:17](=[CH:18][CH:19]=1)[NH:16][C:15](=[O:26])[C:14]([CH:11]1[CH2:12][CH2:13][NH:8][CH2:9][CH2:10]1)=[CH:23]2. (6) Given the reactants [CH3:1][O:2][C:3](=[O:12])[C:4]1[CH:9]=[CH:8][C:7]([OH:10])=[CH:6][C:5]=1[F:11].Br.Br[CH2:15][C:16]1[CH:21]=[CH:20][CH:19]=[CH:18][N:17]=1, predict the reaction product. The product is: [CH3:1][O:2][C:3](=[O:12])[C:4]1[CH:9]=[CH:8][C:7]([O:10][CH2:15][C:16]2[CH:21]=[CH:20][CH:19]=[CH:18][N:17]=2)=[CH:6][C:5]=1[F:11]. (7) Given the reactants [F:1][C:2]1[CH:3]=[C:4]([CH:9]2[N:18]([CH2:19][C:20]([O:22][CH2:23][CH3:24])=[O:21])[C:17](=[O:25])[C:12]3([CH2:16]CC[CH2:13]3)[NH:11][CH2:10]2)[CH:5]=[C:6]([F:8])[CH:7]=1.C(N(CC)C(C)C)(C)C.[C:43](O[C:43]([O:45][C:46]([CH3:49])([CH3:48])[CH3:47])=[O:44])([O:45][C:46]([CH3:49])([CH3:48])[CH3:47])=[O:44], predict the reaction product. The product is: [F:8][C:6]1[CH:5]=[C:4]([C@@H:9]2[CH2:10][N:11]([C:43]([O:45][C:46]([CH3:47])([CH3:48])[CH3:49])=[O:44])[C:12]([CH3:13])([CH3:16])[C:17](=[O:25])[N:18]2[CH2:19][C:20]([O:22][CH2:23][CH3:24])=[O:21])[CH:3]=[C:2]([F:1])[CH:7]=1. (8) Given the reactants [F:1][C:2]1[CH:3]=[C:4]([CH:23]=[CH:24][CH:25]=1)[O:5][CH:6]1[CH2:9][N:8]([C:10]2[N:18]=[CH:17][C:16]([C:19]([F:22])([F:21])[F:20])=[CH:15][C:11]=2[C:12](O)=[O:13])[CH2:7]1.Cl.[NH2:27][C:28]1([C:31]2[CH:40]=[CH:39][C:34]([C:35]([O:37][CH3:38])=[O:36])=[CH:33][CH:32]=2)[CH2:30][CH2:29]1, predict the reaction product. The product is: [F:1][C:2]1[CH:3]=[C:4]([CH:23]=[CH:24][CH:25]=1)[O:5][CH:6]1[CH2:9][N:8]([C:10]2[N:18]=[CH:17][C:16]([C:19]([F:20])([F:21])[F:22])=[CH:15][C:11]=2[C:12]([NH:27][C:28]2([C:31]3[CH:40]=[CH:39][C:34]([C:35]([O:37][CH3:38])=[O:36])=[CH:33][CH:32]=3)[CH2:30][CH2:29]2)=[O:13])[CH2:7]1. (9) Given the reactants [CH2:1]([O:3][C:4]([C:6]1[CH:11]=[N:10][CH:9]=[C:8](Cl)[N:7]=1)=[O:5])[CH3:2].[NH:13]1[C:21]2[C:16](=[CH:17][C:18](B(O)O)=[CH:19][CH:20]=2)[CH:15]=[CH:14]1.C(=O)([O-])[O-].[Cs+].[Cs+].C(Cl)Cl, predict the reaction product. The product is: [CH2:1]([O:3][C:4]([C:6]1[CH:11]=[N:10][CH:9]=[C:8]([C:18]2[CH:17]=[C:16]3[C:21](=[CH:20][CH:19]=2)[NH:13][CH:14]=[CH:15]3)[N:7]=1)=[O:5])[CH3:2].